From a dataset of Catalyst prediction with 721,799 reactions and 888 catalyst types from USPTO. Predict which catalyst facilitates the given reaction. (1) Reactant: [NH2:1][C:2]1[C:11]([O:12][CH3:13])=[CH:10][C:5]([C:6]([O:8][CH3:9])=[O:7])=[CH:4][N:3]=1.[CH2:14]([O:16][C:17]([N:19]=[C:20]=[S:21])=[O:18])[CH3:15]. Product: [CH2:14]([O:16][C:17]([NH:19][C:20]([NH:1][C:2]1[C:11]([O:12][CH3:13])=[CH:10][C:5]([C:6]([O:8][CH3:9])=[O:7])=[CH:4][N:3]=1)=[S:21])=[O:18])[CH3:15]. The catalyst class is: 12. (2) Reactant: [N:1]1[CH:6]=[CH:5][CH:4]=[C:3]([C:7](=[O:9])[CH3:8])[CH:2]=1.[Br:10]Br. Product: [Br:10][CH2:8][C:7]([C:3]1[CH:2]=[N:1][CH:6]=[CH:5][CH:4]=1)=[O:9]. The catalyst class is: 27. (3) Reactant: [CH2:1]([C:4]1[C:8]([CH2:9][CH2:10][CH2:11][OH:12])=[CH:7][N:6]([C:13]2[CH:18]=[CH:17][C:16]([C:19]([F:22])([F:21])[F:20])=[CH:15][N:14]=2)[N:5]=1)[CH2:2][CH3:3].[CH2:23]([N:25]1[C:29](O)=[C:28]([CH2:31][C:32]([O:34]CC)=[O:33])[CH:27]=[N:26]1)[CH3:24].C(P(CCCC)CCCC)CCC.N(C(N1CCCCC1)=O)=NC(N1CCCCC1)=O. Product: [CH2:23]([N:25]1[C:29]([O:12][CH2:11][CH2:10][CH2:9][C:8]2[C:4]([CH2:1][CH2:2][CH3:3])=[N:5][N:6]([C:13]3[CH:18]=[CH:17][C:16]([C:19]([F:21])([F:20])[F:22])=[CH:15][N:14]=3)[CH:7]=2)=[C:28]([CH2:31][C:32]([OH:34])=[O:33])[CH:27]=[N:26]1)[CH3:24]. The catalyst class is: 7. (4) Reactant: Cl[C:2]1[C:7]([I:8])=[CH:6][N:5]=[CH:4][N:3]=1.N1C=CC(=O)NC=1.CCN(CC)CC.[C:23]([N:30]1[CH2:35][CH2:34][NH:33][CH2:32][CH2:31]1)([O:25][C:26]([CH3:29])([CH3:28])[CH3:27])=[O:24]. Product: [C:26]([O:25][C:23]([N:30]1[CH2:35][CH2:34][N:33]([C:2]2[C:7]([I:8])=[CH:6][N:5]=[CH:4][N:3]=2)[CH2:32][CH2:31]1)=[O:24])([CH3:29])([CH3:27])[CH3:28]. The catalyst class is: 37. (5) Reactant: [CH3:1][CH:2]([CH2:7][N:8]1[CH2:12][CH2:11][CH2:10][CH2:9]1)[CH2:3][C:4]([OH:6])=O.C(Cl)(=O)C(Cl)=O.C(OC([N:26]1[C:30]([NH2:31])=[CH:29][C:28]([C:32]2[CH:33]=[N:34][C:35]([CH3:38])=[CH:36][CH:37]=2)=[N:27]1)=O)(C)(C)C.Cl. Product: [CH3:1][CH:2]([CH2:7][N:8]1[CH2:12][CH2:11][CH2:10][CH2:9]1)[CH2:3][C:4]([NH:31][C:30]1[NH:26][N:27]=[C:28]([C:32]2[CH:33]=[N:34][C:35]([CH3:38])=[CH:36][CH:37]=2)[CH:29]=1)=[O:6]. The catalyst class is: 705. (6) Reactant: [I:1][C:2]1[C:10]2[C:5](=[N:6][CH:7]=[N:8][C:9]=2[NH2:11])[N:4]([C:12]2[CH:17]=[CH:16][C:15]([N+:18]([O-:20])=[O:19])=[CH:14][CH:13]=2)[N:3]=1.[Li+].C[Si]([N-][Si](C)(C)C)(C)C.[CH3:31][C:32]([O:35][C:36](O[C:36]([O:35][C:32]([CH3:34])([CH3:33])[CH3:31])=[O:37])=[O:37])([CH3:34])[CH3:33].O. Product: [I:1][C:2]1[C:10]2[C:5](=[N:6][CH:7]=[N:8][C:9]=2[NH:11][C:36](=[O:37])[O:35][C:32]([CH3:34])([CH3:33])[CH3:31])[N:4]([C:12]2[CH:13]=[CH:14][C:15]([N+:18]([O-:20])=[O:19])=[CH:16][CH:17]=2)[N:3]=1. The catalyst class is: 1.